This data is from Reaction yield outcomes from USPTO patents with 853,638 reactions. The task is: Predict the reaction yield, written as a fraction of the theoretical maximum amount of product (1.0 means a 100% yield; for example, 0.34 means a 34% yield). (1) The reactants are [F:1][C:2]1[CH:3]=[CH:4][C:5]2[N:6]([C:8]([N:11]3[CH2:16][CH2:15][CH2:14][C@H:13]([OH:17])[CH2:12]3)=[N:9][N:10]=2)[CH:7]=1.CCN(CC)CC.[CH:25]([Si:28](OS(C(F)(F)F)(=O)=O)([CH:32]([CH3:34])[CH3:33])[CH:29]([CH3:31])[CH3:30])([CH3:27])[CH3:26]. The catalyst is C(Cl)Cl. The product is [F:1][C:2]1[CH:3]=[CH:4][C:5]2[N:6]([C:8]([N:11]3[CH2:16][CH2:15][CH2:14][C@H:13]([O:17][Si:28]([CH:32]([CH3:34])[CH3:33])([CH:29]([CH3:31])[CH3:30])[CH:25]([CH3:27])[CH3:26])[CH2:12]3)=[N:9][N:10]=2)[CH:7]=1. The yield is 0.860. (2) The reactants are [F:1][C:2]1[C:3]([F:14])=[CH:4][C:5]2[S:9][C:8](S(C)=O)=[N:7][C:6]=2[CH:13]=1.[NH2:15][C@@H:16]1[CH2:20][CH2:19][N:18]([C:21]([C:23]2[CH:28]=[C:27]([CH3:29])[CH:26]=[CH:25][C:24]=2[C:30]([F:33])([F:32])[F:31])=[O:22])[CH2:17]1.C([O-])(O)=O.[Na+]. The catalyst is CS(C)=O.O. The product is [F:1][C:2]1[C:3]([F:14])=[CH:4][C:5]2[S:9][C:8]([NH:15][C@@H:16]3[CH2:20][CH2:19][N:18]([C:21]([C:23]4[CH:28]=[C:27]([CH3:29])[CH:26]=[CH:25][C:24]=4[C:30]([F:33])([F:31])[F:32])=[O:22])[CH2:17]3)=[N:7][C:6]=2[CH:13]=1. The yield is 0.476. (3) The reactants are ClCCl.[Cl:4][C:5]1[CH:6]=[C:7]([CH:12]2[C:16]([OH:17])=[C:15]([C:18]([CH3:20])=[O:19])[CH:14]([CH3:21])[S:13]2)[CH:8]=[CH:9][C:10]=1[Cl:11].S(Cl)(Cl)(=O)=O.O. The catalyst is CCCCCC.C(OCC)(=O)C. The product is [Cl:4][C:5]1[CH:6]=[C:7]([C:12]2[S:13][C:14]([CH3:21])=[C:15]([C:18]([CH3:20])=[O:19])[C:16]=2[OH:17])[CH:8]=[CH:9][C:10]=1[Cl:11]. The yield is 0.310. (4) The reactants are [Na].[OH:2][C:3]1[CH:4]=[N:5][CH:6]=[CH:7][CH:8]=1.Br[CH2:10][CH2:11][O:12][C:13](=[O:15])[CH3:14]. The catalyst is CN(C=O)C. The product is [CH2:11]([O:12][C:13](=[O:15])[CH2:14][O:2][C:3]1[CH:4]=[N:5][CH:6]=[CH:7][CH:8]=1)[CH3:10]. The yield is 0.700. (5) The reactants are [Si:1]([O:8][CH:9]1[CH2:14][CH2:13][N:12]([C:15]([C:28]2[CH:33]=[CH:32][CH:31]=[CH:30][CH:29]=2)([C:22]2[CH:27]=[CH:26][CH:25]=[CH:24][CH:23]=2)[C:16]2[CH:21]=[CH:20][CH:19]=[CH:18][CH:17]=2)[CH2:11]/[C:10]/1=[CH:34]/[CH2:35]O)([C:4]([CH3:7])([CH3:6])[CH3:5])([CH3:3])[CH3:2].C(P(CCCC)CCCC)CCC.CC(C)(O)[C:52]#[N:53].N(C(N(C)C)=O)=NC(N(C)C)=O. The catalyst is C1C=CC=CC=1.C(OCC)(=O)C. The product is [Si:1]([O:8][CH:9]1[CH2:14][CH2:13][N:12]([C:15]([C:28]2[CH:29]=[CH:30][CH:31]=[CH:32][CH:33]=2)([C:16]2[CH:21]=[CH:20][CH:19]=[CH:18][CH:17]=2)[C:22]2[CH:23]=[CH:24][CH:25]=[CH:26][CH:27]=2)[CH2:11]/[C:10]/1=[CH:34]/[CH2:35][C:52]#[N:53])([C:4]([CH3:5])([CH3:7])[CH3:6])([CH3:3])[CH3:2]. The yield is 0.910. (6) The reactants are [CH3:1][O:2][C:3]([C:5]1[C:10]([CH2:11]Br)=[CH:9][C:8]([Br:13])=[CH:7][N:6]=1)=[O:4].C(=O)([O-])[O-].[K+].[K+].Cl.[C:21]([O:25][NH2:26])([CH3:24])([CH3:23])[CH3:22]. The catalyst is C(#N)C. The product is [CH3:1][O:2][C:3]([C:5]1[C:10]([CH2:11][NH:26][O:25][C:21]([CH3:24])([CH3:23])[CH3:22])=[CH:9][C:8]([Br:13])=[CH:7][N:6]=1)=[O:4]. The yield is 0.430.